Dataset: Forward reaction prediction with 1.9M reactions from USPTO patents (1976-2016). Task: Predict the product of the given reaction. Given the reactants C(N(CC)CC)C.[F:8][C:9]1[CH:14]=[CH:13][CH:12]=[CH:11][C:10]=1[N:15]1[C:23]2[C:18](=[C:19]([N:24]3[CH2:31][C@@H:30]4[C@@H:26]([CH2:27][NH:28][CH2:29]4)[C:25]3=[O:32])[CH:20]=[CH:21][CH:22]=2)[CH:17]=[N:16]1.[N:33]1[CH:38]=[CH:37][CH:36]=[C:35]([S:39](Cl)(=[O:41])=[O:40])[CH:34]=1, predict the reaction product. The product is: [F:8][C:9]1[CH:14]=[CH:13][CH:12]=[CH:11][C:10]=1[N:15]1[C:23]2[C:18](=[C:19]([N:24]3[CH2:31][C@@H:30]4[C@@H:26]([CH2:27][N:28]([S:39]([C:35]5[CH:34]=[N:33][CH:38]=[CH:37][CH:36]=5)(=[O:41])=[O:40])[CH2:29]4)[C:25]3=[O:32])[CH:20]=[CH:21][CH:22]=2)[CH:17]=[N:16]1.